This data is from Full USPTO retrosynthesis dataset with 1.9M reactions from patents (1976-2016). The task is: Predict the reactants needed to synthesize the given product. (1) Given the product [NH2:26][C:23]1[N:24]=[CH:25][C:20]([S:17]([C:4]2[CH:5]=[CH:6][C:7]([C:28]3[N:29]=[CH:30][C:31]([C:34]([OH:43])([C:35]([F:36])([F:37])[F:38])[C:39]([F:41])([F:42])[F:40])=[CH:32][N:33]=3)=[C:2]([CH3:1])[CH:3]=2)(=[O:18])=[O:19])=[CH:21][CH:22]=1, predict the reactants needed to synthesize it. The reactants are: [CH3:1][C:2]1[CH:3]=[C:4]([S:17]([C:20]2[CH:21]=[CH:22][C:23]([NH2:26])=[N:24][CH:25]=2)(=[O:19])=[O:18])[CH:5]=[CH:6][C:7]=1B1OC(C)(C)C(C)(C)O1.Cl[C:28]1[N:33]=[CH:32][C:31]([C:34]([OH:43])([C:39]([F:42])([F:41])[F:40])[C:35]([F:38])([F:37])[F:36])=[CH:30][N:29]=1.C(=O)([O-])[O-].[Cs+].[Cs+].COCCOC. (2) Given the product [CH3:24][CH:25]([CH2:28][CH2:29][CH3:30])[C:26]#[C:27][C:2]1[CH:23]=[CH:22][C:5]([C:6]([NH:8][S:9]([C:12]2[CH:17]=[CH:16][CH:15]=[CH:14][C:13]=2[S:18](=[O:21])(=[O:20])[NH2:19])(=[O:11])=[O:10])=[O:7])=[CH:4][CH:3]=1, predict the reactants needed to synthesize it. The reactants are: I[C:2]1[CH:23]=[CH:22][C:5]([C:6]([NH:8][S:9]([C:12]2[CH:17]=[CH:16][CH:15]=[CH:14][C:13]=2[S:18](=[O:21])(=[O:20])[NH2:19])(=[O:11])=[O:10])=[O:7])=[CH:4][CH:3]=1.[CH3:24][CH:25]([CH2:28][CH2:29][CH3:30])[C:26]#[CH:27].